Dataset: Reaction yield outcomes from USPTO patents with 853,638 reactions. Task: Predict the reaction yield, written as a fraction of the theoretical maximum amount of product (1.0 means a 100% yield; for example, 0.34 means a 34% yield). The reactants are I([O-])(=O)(=O)=O.[Na+].Cl.[Cl:8][C:9]1[CH:10]=[C:11]([N:26]([C:31]2[C:50]([CH:51]3[CH2:53][CH2:52]3)=[CH:49][C:34]3[C:35]([C:45]([NH:47][CH3:48])=[O:46])=[C:36]([C:38]4[CH:43]=[CH:42][C:41]([F:44])=[CH:40][CH:39]=4)[O:37][C:33]=3[CH:32]=2)[S:27]([CH3:30])(=[O:29])=[O:28])[CH:12]=[CH:13][C:14]=1[CH2:15][CH2:16][B:17]1[O:21]C(C)(C)C(C)(C)[O:18]1. The catalyst is C1COCC1.C(OCC)(=O)C. The product is [Cl:8][C:9]1[CH:10]=[C:11]([N:26]([C:31]2[C:50]([CH:51]3[CH2:53][CH2:52]3)=[CH:49][C:34]3[C:35]([C:45](=[O:46])[NH:47][CH3:48])=[C:36]([C:38]4[CH:43]=[CH:42][C:41]([F:44])=[CH:40][CH:39]=4)[O:37][C:33]=3[CH:32]=2)[S:27]([CH3:30])(=[O:28])=[O:29])[CH:12]=[CH:13][C:14]=1[CH2:15][CH2:16][B:17]([OH:18])[OH:21]. The yield is 0.250.